This data is from Full USPTO retrosynthesis dataset with 1.9M reactions from patents (1976-2016). The task is: Predict the reactants needed to synthesize the given product. (1) Given the product [CH2:1]([O:8][C:9](=[O:22])[NH:10][CH:11]([C:16](=[O:21])[N:17]([O:19][CH3:20])[CH3:18])[CH:12]([CH3:15])[CH2:13][O:14][C:23]([CH3:26])([CH3:25])[CH3:24])[C:2]1[CH:3]=[CH:4][CH:5]=[CH:6][CH:7]=1, predict the reactants needed to synthesize it. The reactants are: [CH2:1]([O:8][C:9](=[O:22])[NH:10][CH:11]([C:16](=[O:21])[N:17]([O:19][CH3:20])[CH3:18])[CH:12]([CH3:15])[CH2:13][OH:14])[C:2]1[CH:7]=[CH:6][CH:5]=[CH:4][CH:3]=1.[C:23](OC(=N)C(Cl)(Cl)Cl)([CH3:26])([CH3:25])[CH3:24].B(F)(F)F.CCOCC. (2) Given the product [Cl:1][C:2]1[CH:3]=[C:4]2[C:9](=[C:10]([O:12][CH:13]([F:14])[F:15])[CH:11]=1)[S:23](=[O:25])(=[O:22])[CH2:7][CH2:6][C@@:5]2([C:17]([OH:19])=[O:18])[OH:16], predict the reactants needed to synthesize it. The reactants are: [Cl:1][C:2]1[CH:3]=[C:4]2[C:9](=[C:10]([O:12][CH:13]([F:15])[F:14])[CH:11]=1)S[CH2:7][CH2:6][C@@:5]2([C:17]([OH:19])=[O:18])[OH:16].O.O[O:22][S:23]([O-:25])=O.[K+].